This data is from Catalyst prediction with 721,799 reactions and 888 catalyst types from USPTO. The task is: Predict which catalyst facilitates the given reaction. (1) Reactant: [CH3:1][O:2][C:3]1[CH:4]=[C:5]([C:9]([CH3:14])([CH3:13])C(O)=O)[CH:6]=[CH:7][CH:8]=1.C([N:17]([CH2:20]C)CC)C.C1(P(N=[N+]=[N-])(C2C=CC=CC=2)=[O:29])C=CC=CC=1. Product: [N:17]([C:9]([C:5]1[CH:6]=[CH:7][CH:8]=[C:3]([O:2][CH3:1])[CH:4]=1)([CH3:13])[CH3:14])=[C:20]=[O:29]. The catalyst class is: 260. (2) Reactant: OO.[ClH:3].[CH2:4]([N:7]1[C:11]2=[C:12]([N:16]3[CH2:25][CH2:24][C:23]4[C:18](=[CH:19][CH:20]=[CH:21][CH:22]=4)[CH2:17]3)[N:13]=[CH:14][CH:15]=[C:10]2[C:9]([S:26][CH3:27])=[C:8]1[CH3:28])[CH:5]=[CH2:6].S([O-])([O-])(=[O:31])=S.[Na+].[Na+].C(=O)([O-])[O-].[K+].[K+]. Product: [ClH:3].[CH2:4]([N:7]1[C:11]2=[C:12]([N:16]3[CH2:25][CH2:24][C:23]4[C:18](=[CH:19][CH:20]=[CH:21][CH:22]=4)[CH2:17]3)[N:13]=[CH:14][CH:15]=[C:10]2[C:9]([S:26]([CH3:27])=[O:31])=[C:8]1[CH3:28])[CH:5]=[CH2:6]. The catalyst class is: 15. (3) Reactant: [C:1]([N:8]1[CH:12]=[C:11]([CH2:13][CH2:14][OH:15])[N:10]=[CH:9]1)([O:3][C:4]([CH3:7])([CH3:6])[CH3:5])=[O:2].O[C:17]1[CH:18]=[C:19]2[C:24](=[CH:25][CH:26]=1)[C:23](=[O:27])[CH2:22][CH2:21][CH2:20]2.C1(P(C2C=CC=CC=2)C2C=CC=CC=2)C=CC=CC=1.N(C(OCC)=O)=NC(OCC)=O. Product: [C:4]([O:3][C:1]([N:8]1[CH:12]=[C:11]([CH2:13][CH2:14][O:15][C:17]2[CH:26]=[CH:25][C:24]3[C:23](=[O:27])[CH2:22][CH2:21][CH2:20][C:19]=3[CH:18]=2)[N:10]=[CH:9]1)=[O:2])([CH3:7])([CH3:6])[CH3:5]. The catalyst class is: 1.